This data is from Peptide-MHC class I binding affinity with 185,985 pairs from IEDB/IMGT. The task is: Regression. Given a peptide amino acid sequence and an MHC pseudo amino acid sequence, predict their binding affinity value. This is MHC class I binding data. (1) The peptide sequence is VRITWYSKNF. The MHC is HLA-B27:05 with pseudo-sequence HLA-B27:05. The binding affinity (normalized) is 0.818. (2) The peptide sequence is MVFGRFSFA. The MHC is HLA-A68:02 with pseudo-sequence HLA-A68:02. The binding affinity (normalized) is 1.00. (3) The peptide sequence is TTFVTPMLR. The MHC is HLA-A31:01 with pseudo-sequence HLA-A31:01. The binding affinity (normalized) is 0.741. (4) The peptide sequence is HRILDIYLEK. The MHC is Mamu-B08 with pseudo-sequence Mamu-B08. The binding affinity (normalized) is 0.709. (5) The binding affinity (normalized) is 0.153. The peptide sequence is AAMDDFQLI. The MHC is HLA-A02:02 with pseudo-sequence HLA-A02:02. (6) The MHC is BoLA-D18.4 with pseudo-sequence BoLA-D18.4. The peptide sequence is AQAELDAAF. The binding affinity (normalized) is 0.519. (7) The peptide sequence is VRMYNPTN. The MHC is HLA-B27:05 with pseudo-sequence HLA-B27:05. The binding affinity (normalized) is 0.230. (8) The peptide sequence is SQVRVPTVF. The MHC is HLA-B57:01 with pseudo-sequence HLA-B57:01. The binding affinity (normalized) is 0.0847.